From a dataset of Full USPTO retrosynthesis dataset with 1.9M reactions from patents (1976-2016). Predict the reactants needed to synthesize the given product. Given the product [CH2:1]([O:8][C:9]1[C:10](=[O:31])[CH:11]=[C:12]([CH:29]=[O:30])[N:13]2[CH2:18][CH2:17][N:16]([CH2:19][C:20]3[CH:25]=[CH:24][C:23]([Cl:26])=[C:22]([Cl:27])[CH:21]=3)[C:15](=[O:28])[C:14]=12)[C:2]1[CH:7]=[CH:6][CH:5]=[CH:4][CH:3]=1, predict the reactants needed to synthesize it. The reactants are: [CH2:1]([O:8][C:9]1[C:10](=[O:31])[CH:11]=[C:12]([CH2:29][OH:30])[N:13]2[CH2:18][CH2:17][N:16]([CH2:19][C:20]3[CH:25]=[CH:24][C:23]([Cl:26])=[C:22]([Cl:27])[CH:21]=3)[C:15](=[O:28])[C:14]=12)[C:2]1[CH:7]=[CH:6][CH:5]=[CH:4][CH:3]=1.CC(OI1(OC(C)=O)(OC(C)=O)OC(=O)C2C=CC=CC1=2)=O.